From a dataset of Merck oncology drug combination screen with 23,052 pairs across 39 cell lines. Regression. Given two drug SMILES strings and cell line genomic features, predict the synergy score measuring deviation from expected non-interaction effect. (1) Drug 1: O=C(CCCCCCC(=O)Nc1ccccc1)NO. Drug 2: Cn1cc(-c2cnn3c(N)c(Br)c(C4CCCNC4)nc23)cn1. Cell line: UACC62. Synergy scores: synergy=15.3. (2) Drug 1: COc1cc(C2c3cc4c(cc3C(OC3OC5COC(C)OC5C(O)C3O)C3COC(=O)C23)OCO4)cc(OC)c1O. Drug 2: CC(C)CC(NC(=O)C(Cc1ccccc1)NC(=O)c1cnccn1)B(O)O. Cell line: ES2. Synergy scores: synergy=-38.2. (3) Drug 1: N#Cc1ccc(Cn2cncc2CN2CCN(c3cccc(Cl)c3)C(=O)C2)cc1. Drug 2: COC1=C2CC(C)CC(OC)C(O)C(C)C=C(C)C(OC(N)=O)C(OC)C=CC=C(C)C(=O)NC(=CC1=O)C2=O. Cell line: HT29. Synergy scores: synergy=9.31. (4) Drug 1: CCN(CC)CCNC(=O)c1c(C)[nH]c(C=C2C(=O)Nc3ccc(F)cc32)c1C. Drug 2: CCc1cnn2c(NCc3ccc[n+]([O-])c3)cc(N3CCCCC3CCO)nc12. Cell line: SKMES1. Synergy scores: synergy=-5.43. (5) Drug 1: N.N.O=C(O)C1(C(=O)O)CCC1.[Pt]. Drug 2: NC1(c2ccc(-c3nc4ccn5c(=O)[nH]nc5c4cc3-c3ccccc3)cc2)CCC1. Cell line: ZR751. Synergy scores: synergy=-15.4. (6) Drug 1: O=C(CCCCCCC(=O)Nc1ccccc1)NO. Drug 2: NC1(c2ccc(-c3nc4ccn5c(=O)[nH]nc5c4cc3-c3ccccc3)cc2)CCC1. Cell line: SW837. Synergy scores: synergy=33.9.